Predict the reactants needed to synthesize the given product. From a dataset of Full USPTO retrosynthesis dataset with 1.9M reactions from patents (1976-2016). (1) Given the product [CH:20]1([C:23]#[C:24][C:2]2[CH:3]=[CH:4][C:5]3[C:6](=[O:12])[CH2:7][CH2:8][O:9][C:10]=3[CH:11]=2)[CH2:22][CH2:21]1, predict the reactants needed to synthesize it. The reactants are: Br[C:2]1[CH:11]=[C:10]2[C:5]([C:6](=[O:12])[CH2:7][CH2:8][O:9]2)=[CH:4][CH:3]=1.C(N(CC)CC)C.[CH:20]1([C:23]#[CH:24])[CH2:22][CH2:21]1.O. (2) Given the product [NH2:11][CH:7]1[CH2:8][CH2:9][CH2:10][N:5]([CH2:4][C:3]2[C:20]([O:24][CH3:25])=[CH:21][CH:22]=[CH:23][C:2]=2[F:1])[C:6]1=[O:19], predict the reactants needed to synthesize it. The reactants are: [F:1][C:2]1[CH:23]=[CH:22][CH:21]=[C:20]([O:24][CH3:25])[C:3]=1[CH2:4][N:5]1[CH2:10][CH2:9][CH2:8][CH:7]([NH:11]C(=O)OC(C)(C)C)[C:6]1=[O:19].ClCCl.FC(F)(F)C(O)=O.